From a dataset of Reaction yield outcomes from USPTO patents with 853,638 reactions. Predict the reaction yield, written as a fraction of the theoretical maximum amount of product (1.0 means a 100% yield; for example, 0.34 means a 34% yield). The reactants are P(Cl)(Cl)(Cl)=O.[Cl:6][C:7]1[N:12]=[C:11]([N:13]([CH3:18])[CH:14]([CH3:17])[CH2:15][CH3:16])[CH:10]=[N:9][CH:8]=1.O.CN([CH:23]=[O:24])C. No catalyst specified. The product is [Cl:6][C:7]1[C:8]([CH:23]=[O:24])=[N:9][CH:10]=[C:11]([N:13]([CH3:18])[CH:14]([CH3:17])[CH2:15][CH3:16])[N:12]=1. The yield is 0.880.